This data is from Forward reaction prediction with 1.9M reactions from USPTO patents (1976-2016). The task is: Predict the product of the given reaction. (1) Given the reactants C1N2CN3CN(C2)CN1C3.[Br:11][C:12]1[CH:13]=[C:14]2[CH:20]=[CH:19][NH:18][C:15]2=[N:16][CH:17]=1.C[C:22](O)=[O:23], predict the reaction product. The product is: [Br:11][C:12]1[CH:13]=[C:14]2[C:20]([CH:22]=[O:23])=[CH:19][NH:18][C:15]2=[N:16][CH:17]=1. (2) Given the reactants [CH:1]1([C:7]2([CH3:17])[C:12](=[O:13])[N:11]([CH3:14])[C:10](=[O:15])[NH:9][C:8]2=[O:16])[CH2:6][CH2:5][CH2:4][CH:3]=[CH:2]1.Br[CH2:19][C:20]([C:22]1[CH:27]=[CH:26][CH:25]=[C:24]([O:28][CH3:29])[CH:23]=1)=[O:21], predict the reaction product. The product is: [CH:1]1([C:7]2([CH3:17])[C:8](=[O:16])[N:9]([CH2:19][C:20]([C:22]3[CH:27]=[CH:26][CH:25]=[C:24]([O:28][CH3:29])[CH:23]=3)=[O:21])[C:10](=[O:15])[N:11]([CH3:14])[C:12]2=[O:13])[CH2:6][CH2:5][CH2:4][CH:3]=[CH:2]1. (3) Given the reactants Cl[C:2]1[CH:3]=[C:4]([C:20]([F:23])([F:22])[F:21])[C:5]2[CH:6]=[CH:7][C:8]3[N:9]([CH:12]=[C:13]([C:15]4[O:16][CH:17]=[N:18][N:19]=4)[N:14]=3)[C:10]=2[N:11]=1.[Br-].[CH:25]1([Zn+])[CH2:27][CH2:26]1, predict the reaction product. The product is: [CH:25]1([C:2]2[CH:3]=[C:4]([C:20]([F:23])([F:22])[F:21])[C:5]3[CH:6]=[CH:7][C:8]4[N:9]([CH:12]=[C:13]([C:15]5[O:16][CH:17]=[N:18][N:19]=5)[N:14]=4)[C:10]=3[N:11]=2)[CH2:27][CH2:26]1. (4) Given the reactants [NH2:1][C:2]1[C:18]([O:19][CH3:20])=[CH:17][C:5]2[CH2:6][CH2:7][N:8]([CH2:11][C:12]([N:14]([CH3:16])[CH3:15])=[O:13])[CH2:9][CH2:10][C:4]=2[CH:3]=1.Cl[C:22]1[N:27]=[C:26]([NH:28][C:29]2[CH:30]=[CH:31][C:32]([N:40]3[CH2:45][CH2:44][N:43]([CH:46]([CH3:48])[CH3:47])[CH2:42][CH2:41]3)=[C:33]3[C:37]=2[C:36](=[O:38])[N:35]([CH3:39])[CH2:34]3)[C:25]([Cl:49])=[CH:24][N:23]=1, predict the reaction product. The product is: [Cl:49][C:25]1[C:26]([NH:28][C:29]2[CH:30]=[CH:31][C:32]([N:40]3[CH2:45][CH2:44][N:43]([CH:46]([CH3:47])[CH3:48])[CH2:42][CH2:41]3)=[C:33]3[C:37]=2[C:36](=[O:38])[N:35]([CH3:39])[CH2:34]3)=[N:27][C:22]([NH:1][C:2]2[C:18]([O:19][CH3:20])=[CH:17][C:5]3[CH2:6][CH2:7][N:8]([CH2:11][C:12]([N:14]([CH3:16])[CH3:15])=[O:13])[CH2:9][CH2:10][C:4]=3[CH:3]=2)=[N:23][CH:24]=1.